This data is from Catalyst prediction with 721,799 reactions and 888 catalyst types from USPTO. The task is: Predict which catalyst facilitates the given reaction. (1) Reactant: Br[C:2]1[CH:7]=[CH:6][C:5]([CH:8]2[N:12]([C:13]3[CH:18]=[CH:17][CH:16]=[CH:15][C:14]=3[Cl:19])[N:11]=[C:10]([C:20]([C:26]([F:29])([F:28])[F:27])([C:22]([F:25])([F:24])[F:23])[OH:21])[CH2:9]2)=[CH:4][CH:3]=1.[C:30]([N:37]1[CH2:42][CH2:41][NH:40][CH2:39][CH2:38]1)([O:32][C:33]([CH3:36])([CH3:35])[CH3:34])=[O:31].C1C=CC(P(C2C(C3C(P(C4C=CC=CC=4)C4C=CC=CC=4)=CC=C4C=3C=CC=C4)=C3C(C=CC=C3)=CC=2)C2C=CC=CC=2)=CC=1.CC(C)([O-])C.[Na+]. Product: [Cl:19][C:14]1[CH:15]=[CH:16][CH:17]=[CH:18][C:13]=1[N:12]1[CH:8]([C:5]2[CH:4]=[CH:3][C:2]([N:40]3[CH2:39][CH2:38][N:37]([C:30]([O:32][C:33]([CH3:36])([CH3:35])[CH3:34])=[O:31])[CH2:42][CH2:41]3)=[CH:7][CH:6]=2)[CH2:9][C:10]([C:20]([C:26]([F:27])([F:29])[F:28])([C:22]([F:25])([F:24])[F:23])[OH:21])=[N:11]1. The catalyst class is: 187. (2) Reactant: C[O:2][C:3]([C:5]1[CH:6]=[C:7]2[C:11](=[CH:12][CH:13]=1)[N:10]([CH2:14][C:15]1[CH:20]=[C:19]([O:21][CH:22]([F:24])[F:23])[CH:18]=[CH:17][C:16]=1[O:25][CH2:26][CH:27]([CH3:29])[CH3:28])[N:9]=[CH:8]2)=[O:4].CO.[OH-].[Li+]. Product: [F:24][CH:22]([F:23])[O:21][C:19]1[CH:18]=[CH:17][C:16]([O:25][CH2:26][CH:27]([CH3:28])[CH3:29])=[C:15]([CH:20]=1)[CH2:14][N:10]1[C:11]2[C:7](=[CH:6][C:5]([C:3]([OH:4])=[O:2])=[CH:13][CH:12]=2)[CH:8]=[N:9]1. The catalyst class is: 20.